This data is from hERG Central: cardiac toxicity at 1µM, 10µM, and general inhibition. The task is: Predict hERG channel inhibition at various concentrations. (1) The drug is COc1ccc(-n2c(SCC(=O)NCc3cccs3)nnc2-c2ccoc2C)cc1. Results: hERG_inhib (hERG inhibition (general)): blocker. (2) The molecule is COc1ccc(CCN(Cc2cc3ccc(C)cc3[nH]c2=O)C(C)=O)cc1OC. Results: hERG_inhib (hERG inhibition (general)): blocker.